This data is from Experimentally validated miRNA-target interactions with 360,000+ pairs, plus equal number of negative samples. The task is: Binary Classification. Given a miRNA mature sequence and a target amino acid sequence, predict their likelihood of interaction. (1) The miRNA is mmu-miR-7013-3p with sequence CCACACUUACUGUUGCCUCUUCCU. The protein sequence of the target gene is MANALASATCERCKGGFAPAEKIVNSNGELYHEQCFVCAQCFQQFPEGLFYEFEGRKYCEHDFQMLFAPCCHQCGEFIIGRVIKAMNNSWHPECFRCDLCQEVLADIGFVKNAGRHLCRPCHNREKARGLGKYICQKCHAIIDEQPLIFKNDPYHPDHFNCANCGKELTADARELKGELYCLPCHDKMGVPICGACRRPIEGRVVNAMGKQWHVEHFVCAKCEKPFLGHRHYERKGLAYCETHYNQLFGDVCFHCNRVIEGDVVSALNKAWCVSCFACSTCNTKLTLKNKFVEFDMKPVC.... Result: 0 (no interaction). (2) The miRNA is hsa-let-7b-5p with sequence UGAGGUAGUAGGUUGUGUGGUU. The protein sequence of the target gene is MPGGGPQGAPAAAGGGGVSHRAGSRDCLPPAACFRRRRLARRPGYMRSSTGPGIGFLSPAVGTLFRFPGGVSGEESHHSESRARQCGLDSRGLLVRSPVSKSAAAPTVTSVRGTSAHFGIQLRGGTRLPDRLSWPCGPGSAGWQQEFAAMDSSETLDASWEAACSDGARRVRAAGSLPSAELSSNSCSPGCGPEVPPTPPGSHSAFTSSFSFIRLSLGSAGERGEAEGCPPSREAESHCQSPQEMGAKAASLDGPHEDPRCLSRPFSLLATRVSADLAQAARNSSRPERDMHSLPDMDPG.... Result: 1 (interaction). (3) The miRNA is hsa-miR-7851-3p with sequence UACCUGGGAGACUGAGGUUGGA. The protein sequence of the target gene is MAEPLQPDPGAAEDAAAQAVETPGWKAPEDAGPQPGSYEIRHYGPAKWVSTSVESMDWDSAIQTGFTKLNSYIQGKNEKEMKIKMTAPVTSYVEPGSGPFSESTITISLYIPSEQQFDPPRPLESDVFIEDRAEMTVFVRSFDGFSSAQKNQEQLLTLASILREDGKVFDEKVYYTAGYNSPVKLLNRNNEVWLIQKNEPTKENE. Result: 0 (no interaction). (4) The miRNA is mmu-miR-431-5p with sequence UGUCUUGCAGGCCGUCAUGCA. The protein sequence of the target gene is MQAQQLPYEFFSEENAPKWRGLLVPALKKVQGQVHPTLESNDDALQYVEELILQLLNMLCQAQPRSASDVEERVQKSFPHPIDKWAIADAQSAIEKRKRRNPLSLPAERIHHLLREVLGYKIDHQVSVYIVAVLEYISADILKLVGNYVRNIRHYEITKQDIKVAMCADKVLMDMFHQDVEDINILSLTDEEPSTSGEQTYYDLVKAFMAEIRQYIRELNLIIKVFREPFVSNSKLFSSNDVENIFSRIVDIHELSVKLLGHIEDTVEMTDEGSPHPLVGSCFEDLAEELAFDPYESYAR.... Result: 0 (no interaction). (5) The miRNA is hsa-miR-6832-3p with sequence ACCCUUUUUCUCUUUCCCAG. The protein sequence of the target gene is MALLWGLLVLSWSCLQGPCSVFSPVSAMEPLGRQLTSGPNQEQVSPLTLLKLGNQEPGGQTALKSPPGVCSRDPTPEQTHRLARAMMAFTADLFSLVAQTSTCPNLILSPLSVALALSHLALGAQNHTLQRLQQVLHAGSGPCLPHLLSRLCQDLGPGAFRLAARMYLQKGFPIKEDFLEQSEQLFGAKPVSLTGKQEDDLANINQWVKEATEGKIQEFLSGLPEDTVLLLLNAIHFQGFWRNKFDPSLTQRDSFHLDEQFTVPVEMMQARTYPLRWFLLEQPEIQVAHFPFKNNMSFVV.... Result: 1 (interaction). (6) The miRNA is hsa-miR-30e-5p with sequence UGUAAACAUCCUUGACUGGAAG. The protein sequence of the target gene is METGTAPLVAPPRRHGAPAAPSPPPRGSRAGPVVVVAPGPPVTTATSAPVTLVAPGEARPAWVPGSAETSAPAPAPAPAPAPAVTGSTVVVLTLEASPEAPKPQLPSGPESPEPAAVAGVETSRALAAGADSPKTEEARPSPAPGPGTPTGTPTRTPSRTAPGALTAKPPLAPKPGTTVASGVTARSASGQVTGGHGAAAATSASAGQAPEDPSGPGTGPSGTCEAPVAVVTVTPAPEPAENSQDLGSTSSLGPGISGPRGQAPDTLSYLDSVSLMSGTLESLADDVSSMGSDSEINGLA.... Result: 1 (interaction). (7) The miRNA is hsa-miR-5094 with sequence AAUCAGUGAAUGCCUUGAACCU. The protein sequence of the target gene is MQQAGLTLMAVAVCVAFQTSEAILPMASSCCTEVSHHVSGRLLERVSSCSIQRADGDCDLAAVILHVKRRRICISPHNRTLKQWMRASEVKKNGRENVCSGKKQPSRKDRKGHTTRKHRTRGTHRHEASR. Result: 0 (no interaction). (8) The miRNA is mmu-miR-199a-3p with sequence ACAGUAGUCUGCACAUUGGUUA. The protein sequence of the target gene is MGKKYKNIVLLKGLEVINDYHFRMVKSLLSNDLKLNLKMREEYDKIQIADLMEEKFRGDAGLGKLIKIFEDIPTLEDLAETLKKEKLKVKGPALSRKRKKEVDATSPAPSTSSTVKTEGAEATPGAQKRKKSTKEKAGPKGSKVSEEQTQPPSPAGAGMSTAMGRSPSPKTSLSAPPNSSSTENPKTVAKCQVTPRRNVLQKRPVIVKVLSTTKPFEYETPEMEKKIMFHATVATQTQFFHVKVLNTSLKEKFNGKKIIIISDYLEYDSLLEVNEESTVSEAGPNQTFEVPNKIINRAKE.... Result: 0 (no interaction). (9) The miRNA is hsa-miR-342-3p with sequence UCUCACACAGAAAUCGCACCCGU. The protein sequence of the target gene is MASFGWKRRIGEKVSKATSQQFEAEAADEKDAAENEDGNWLQASKRRKETLQEGCKQRSQQLKDEGAQLAENKRYKEAIQKWDEALQLTPGDATLYEMKSQVLLSLHEMFPAVHAAEMAVKRNPHSWEAWQTLGRAQLGLGEIVLAIRSFQIALHIYPMNPELWKEDLSWARKLQEQQKVAQRIENKEMPPEGPDLSPGSIPDYDFESDEIVAVCAAVAEKQKSVSANKTMVIVSASGTVEIVNEKEEGSSTPDGSVFIKAR. Result: 0 (no interaction).